This data is from Full USPTO retrosynthesis dataset with 1.9M reactions from patents (1976-2016). The task is: Predict the reactants needed to synthesize the given product. Given the product [CH3:25][N:14]([CH2:15][C:16]1[CH:17]=[CH:18][C:19]([O:22][CH3:23])=[CH:20][CH:21]=1)[CH3:13], predict the reactants needed to synthesize it. The reactants are: C[SiH](C)C1C=CC=CC=1[SiH](C)C.[CH3:13][N:14]([CH3:25])[C:15](=O)[C:16]1[CH:21]=[CH:20][C:19]([O:22][CH3:23])=[CH:18][CH:17]=1.